From a dataset of Forward reaction prediction with 1.9M reactions from USPTO patents (1976-2016). Predict the product of the given reaction. (1) Given the reactants [Cl:1][C:2]1[CH:3]=[CH:4][C:5]([O:36][CH:37]([F:39])[F:38])=[C:6]([C:8]2[C:12]([NH:13][C:14]([C:16]3[CH:17]=[N:18][N:19]4[CH:24]=[CH:23][CH:22]=[N:21][C:20]=34)=[O:15])=[CH:11][N:10]([CH2:25][C:26]([N:28]3[CH2:35][C@@H:34]4[C@@H:30]([CH2:31][NH:32][CH2:33]4)[CH2:29]3)=[O:27])[N:9]=2)[CH:7]=1.[CH:40]1([CH:43]=O)[CH2:42][CH2:41]1.[BH4-].[Na+].CO, predict the reaction product. The product is: [Cl:1][C:2]1[CH:3]=[CH:4][C:5]([O:36][CH:37]([F:39])[F:38])=[C:6]([C:8]2[C:12]([NH:13][C:14]([C:16]3[CH:17]=[N:18][N:19]4[CH:24]=[CH:23][CH:22]=[N:21][C:20]=34)=[O:15])=[CH:11][N:10]([CH2:25][C:26]([N:28]3[CH2:29][C@@H:30]4[C@@H:34]([CH2:33][N:32]([CH2:43][CH:40]5[CH2:42][CH2:41]5)[CH2:31]4)[CH2:35]3)=[O:27])[N:9]=2)[CH:7]=1. (2) Given the reactants [CH3:1][CH2:2][CH:3]([O:6][C@H:7]1[C@H:12]([NH:13][C:14]([CH3:16])=[O:15])[C@@H:11]([NH2:17])[CH2:10][C:9]([C:18]([O:20][CH2:21][CH3:22])=[O:19])=[CH:8]1)[CH2:4][CH3:5].OP(O)(O)=O.O.N, predict the reaction product. The product is: [CH3:5][CH2:4][CH:3]([O:6][C@H:7]1[C@H:12]([NH:13][C:14]([CH3:16])=[O:15])[C@@H:11]([NH2:17])[CH2:10][C:9]([C:18]([O:20][CH2:21][CH3:22])=[O:19])=[CH:8]1)[CH2:2][CH3:1]. (3) Given the reactants [C:1](O)(=O)C.Cl.[NH2:6][CH2:7][CH2:8][C:9]1[C:17]2[C:12](=[CH:13][CH:14]=[C:15]([OH:18])[CH:16]=2)[NH:11][CH:10]=1.C(=O)C, predict the reaction product. The product is: [CH2:1]1[C:10]2[NH:11][C:12]3[C:17](=[CH:16][C:15]([OH:18])=[CH:14][CH:13]=3)[C:9]=2[CH2:8][CH2:7][NH:6]1. (4) Given the reactants [NH2:1][C:2]1[CH:3]=[CH:4][C:5]([C:8]#[N:9])=[N:6][CH:7]=1.C(N(CC)CC)C.FC(F)(F)S(O[Si:23]([CH3:26])([CH3:25])[CH3:24])(=O)=O, predict the reaction product. The product is: [CH3:24][Si:23]([N:1]([Si:23]([CH3:26])([CH3:25])[CH3:24])[C:2]1[CH:3]=[CH:4][C:5]([C:8]#[N:9])=[N:6][CH:7]=1)([CH3:26])[CH3:25].